From a dataset of Peptide-MHC class II binding affinity with 134,281 pairs from IEDB. Regression. Given a peptide amino acid sequence and an MHC pseudo amino acid sequence, predict their binding affinity value. This is MHC class II binding data. (1) The peptide sequence is LPSQAFEYILYNKG. The MHC is HLA-DQA10501-DQB10301 with pseudo-sequence HLA-DQA10501-DQB10301. The binding affinity (normalized) is 0.0716. (2) The peptide sequence is EGKYFAATQFEPLAA. The MHC is HLA-DPA10201-DPB10501 with pseudo-sequence HLA-DPA10201-DPB10501. The binding affinity (normalized) is 0.637. (3) The MHC is HLA-DQA10401-DQB10402 with pseudo-sequence HLA-DQA10401-DQB10402. The binding affinity (normalized) is 0.185. The peptide sequence is GKIASCLNDNANGYF. (4) The peptide sequence is INESTAAAIAYGLDR. The MHC is HLA-DQA10102-DQB10602 with pseudo-sequence HLA-DQA10102-DQB10602. The binding affinity (normalized) is 0.823. (5) The peptide sequence is GELQIVDKIDAAFKL. The binding affinity (normalized) is 0.303. The MHC is DRB3_0202 with pseudo-sequence DRB3_0202. (6) The peptide sequence is EGKQSLTKLAAAWGG. The MHC is DRB3_0101 with pseudo-sequence DRB3_0101. The binding affinity (normalized) is 0. (7) The peptide sequence is TRRFLPQILAECARR. The MHC is DRB1_0701 with pseudo-sequence DRB1_0701. The binding affinity (normalized) is 0.528. (8) The peptide sequence is GPFNFRFLTEKGMKN. The binding affinity (normalized) is 0.736. The MHC is DRB5_0101 with pseudo-sequence DRB5_0101. (9) The peptide sequence is SQDLELSWNLNGQQAY. The MHC is DRB1_0802 with pseudo-sequence DRB1_0802. The binding affinity (normalized) is 0.370. (10) The peptide sequence is GWIISNIFGAIPVLG. The MHC is HLA-DPA10103-DPB10301 with pseudo-sequence HLA-DPA10103-DPB10301. The binding affinity (normalized) is 0.168.